From a dataset of Forward reaction prediction with 1.9M reactions from USPTO patents (1976-2016). Predict the product of the given reaction. (1) Given the reactants [CH:1]1([C:6]2[CH:31]=[CH:30][C:9]([CH2:10][O:11][C:12]3[CH:20]=[CH:19][C:18]4[NH:17][C:16]5[CH:21]([CH2:24][C:25]([O:27]CC)=[O:26])[CH2:22][CH2:23][C:15]=5[C:14]=4[CH:13]=3)=[CH:8][C:7]=2[C:32]([F:35])([F:34])[F:33])[CH2:5][CH2:4][CH2:3][CH2:2]1.[OH-].[Li+], predict the reaction product. The product is: [CH:1]1([C:6]2[CH:31]=[CH:30][C:9]([CH2:10][O:11][C:12]3[CH:20]=[CH:19][C:18]4[NH:17][C:16]5[CH:21]([CH2:24][C:25]([OH:27])=[O:26])[CH2:22][CH2:23][C:15]=5[C:14]=4[CH:13]=3)=[CH:8][C:7]=2[C:32]([F:35])([F:33])[F:34])[CH2:5][CH2:4][CH2:3][CH2:2]1. (2) Given the reactants [CH2:1]([O:5][C:6]1[CH:11]=[CH:10][C:9]([S:12]([NH:15][CH:16]([CH2:21]O)[C:17]([O:19][CH3:20])=[O:18])(=[O:14])=[O:13])=[CH:8][CH:7]=1)[C:2]#[C:3][CH3:4].C1(P(C2C=CC=CC=2)C2C=CC=CC=2)C=CC=CC=1.CCOC(/N=N/C(OCC)=O)=O, predict the reaction product. The product is: [CH2:1]([O:5][C:6]1[CH:11]=[CH:10][C:9]([S:12]([N:15]2[CH2:21][CH:16]2[C:17]([O:19][CH3:20])=[O:18])(=[O:14])=[O:13])=[CH:8][CH:7]=1)[C:2]#[C:3][CH3:4]. (3) Given the reactants [Cl:1][C:2]1[CH:7]=[CH:6][CH:5]=[CH:4][C:3]=1[N:8]1[C:13](=[O:14])[C:12]2[CH:15]=[N:16][C:17]([NH:19][C:20]3[CH:29]=[C:28]4[C:23]([CH2:24][CH2:25][N:26](C(OC(C)(C)C)=O)[CH2:27]4)=[CH:22][CH:21]=3)=[N:18][C:11]=2[N:10]2[CH:37]=[CH:38][N:39]=[C:9]12.[F:40][C:41]([F:46])([F:45])[C:42]([OH:44])=[O:43], predict the reaction product. The product is: [Cl:1][C:2]1[CH:7]=[CH:6][CH:5]=[CH:4][C:3]=1[N:8]1[C:13](=[O:14])[C:12]2[CH:15]=[N:16][C:17]([NH:19][C:20]3[CH:29]=[C:28]4[C:23]([CH2:24][CH2:25][NH:26][CH2:27]4)=[CH:22][CH:21]=3)=[N:18][C:11]=2[N:10]2[CH:37]=[CH:38][N:39]=[C:9]12.[F:40][C:41]([F:46])([F:45])[C:42]([OH:44])=[O:43]. (4) Given the reactants [N+:1]([C:4]1[S:8][C:7]([CH:9]=O)=[CH:6][CH:5]=1)([O-:3])=[O:2].[C:11](#[N:15])[CH2:12][C:13]#[N:14].[OH:16][C:17]1[CH:25]=[CH:24][CH:23]=[C:22]2[C:18]=1[CH:19]=[CH:20][N:21]2[CH3:26], predict the reaction product. The product is: [NH2:14][C:13]1[O:16][C:17]2[C:25]([CH:9]([C:7]3[S:8][C:4]([N+:1]([O-:3])=[O:2])=[CH:5][CH:6]=3)[C:12]=1[C:11]#[N:15])=[CH:24][CH:23]=[C:22]1[N:21]([CH3:26])[CH:20]=[CH:19][C:18]=21. (5) Given the reactants [F:1][C:2]([F:26])([F:25])[C:3]1[CH:8]=[C:7]([N+:9]([O-])=O)[CH:6]=[CH:5][C:4]=1[C:12]1[CH:17]=[CH:16][C:15]([N+:18]([O-])=O)=[CH:14][C:13]=1[C:21]([F:24])([F:23])[F:22], predict the reaction product. The product is: [F:1][C:2]([F:25])([F:26])[C:3]1[CH:8]=[C:7]([NH2:9])[CH:6]=[CH:5][C:4]=1[C:12]1[CH:17]=[CH:16][C:15]([NH2:18])=[CH:14][C:13]=1[C:21]([F:22])([F:23])[F:24]. (6) Given the reactants [CH3:1][NH:2][CH2:3][CH2:4][OH:5].[Cl:6][C:7]1[CH:16]=[CH:15][CH:14]=[CH:13][C:8]=1[CH2:9][N:10]=[C:11]=[O:12], predict the reaction product. The product is: [Cl:6][C:7]1[CH:16]=[CH:15][CH:14]=[CH:13][C:8]=1[CH2:9][NH:10][C:11](=[O:12])[N:2]([CH2:3][CH2:4][OH:5])[CH3:1]. (7) The product is: [F:1][C:2]1[CH:7]=[CH:6][C:5]([N:8]2[CH:13]=[CH:12][CH:11]=[C:10]([C:14]([OH:16])=[O:15])[C:9]2=[O:18])=[CH:4][CH:3]=1. Given the reactants [F:1][C:2]1[CH:7]=[CH:6][C:5]([N:8]2[CH:13]=[CH:12][CH:11]=[C:10]([C:14]([O:16]C)=[O:15])[C:9]2=[O:18])=[CH:4][CH:3]=1.[OH-].[Na+].Cl, predict the reaction product.